From a dataset of Full USPTO retrosynthesis dataset with 1.9M reactions from patents (1976-2016). Predict the reactants needed to synthesize the given product. (1) Given the product [OH:6][C@H:5]([CH2:4][OH:3])[CH2:7][CH2:8][NH:9][C:10]([CH:12]1[CH:16]([C:17]2[CH:22]=[CH:21][CH:20]=[C:19]([Cl:23])[C:18]=2[F:24])[C:15]([C:27]2[CH:32]=[CH:31][C:30]([Cl:33])=[CH:29][C:28]=2[F:34])([C:25]#[N:26])[CH:14]([CH2:35][C:36]2([CH2:42][OH:43])[CH2:41][CH2:40][CH:39]=[CH:38][CH2:37]2)[NH:13]1)=[O:11], predict the reactants needed to synthesize it. The reactants are: CC1(C)[O:6][C@@H:5]([CH2:7][CH2:8][NH:9][C:10]([CH:12]2[CH:16]([C:17]3[CH:22]=[CH:21][CH:20]=[C:19]([Cl:23])[C:18]=3[F:24])[C:15]([C:27]3[CH:32]=[CH:31][C:30]([Cl:33])=[CH:29][C:28]=3[F:34])([C:25]#[N:26])[CH:14]([CH2:35][C:36]3([CH2:42][OH:43])[CH2:41][CH2:40][CH:39]=[CH:38][CH2:37]3)[NH:13]2)=[O:11])[CH2:4][O:3]1.Cl. (2) The reactants are: Cl.[NH2:2][C@@H:3]([CH2:24][CH:25]1[CH2:30][CH2:29][CH2:28][CH2:27][CH2:26]1)[C:4]([NH:6][C@H:7]1[CH2:13][CH2:12][CH2:11][N:10]([S:14]([C:17]2[CH:22]=[CH:21][CH:20]=[CH:19][N:18]=2)(=[O:16])=[O:15])[CH2:9][C@@H:8]1[OH:23])=[O:5].[N:31]1([S:37](Cl)(=[O:39])=[O:38])[CH2:36][CH2:35][O:34][CH2:33][CH2:32]1.CC(OI1(OC(C)=O)(OC(C)=O)OC(=O)C2C=CC=CC1=2)=O. Given the product [CH:25]1([CH2:24][C@H:3]([NH:2][S:37]([N:31]2[CH2:36][CH2:35][O:34][CH2:33][CH2:32]2)(=[O:39])=[O:38])[C:4]([NH:6][C@H:7]2[CH2:13][CH2:12][CH2:11][N:10]([S:14]([C:17]3[CH:22]=[CH:21][CH:20]=[CH:19][N:18]=3)(=[O:15])=[O:16])[CH2:9][C:8]2=[O:23])=[O:5])[CH2:30][CH2:29][CH2:28][CH2:27][CH2:26]1, predict the reactants needed to synthesize it. (3) Given the product [NH2:18][CH:7]1[CH2:8][CH:9]=[CH:10][C@H:11]([C:12]2[CH:17]=[CH:16][CH:15]=[CH:14][CH:13]=2)[N:5]([CH2:4][CH:1]2[CH2:3][CH2:2]2)[C:6]1=[O:29].[NH2:18][CH:7]1[CH2:8][CH:9]=[CH:10][C@@H:11]([C:12]2[CH:17]=[CH:16][CH:15]=[CH:14][CH:13]=2)[N:5]([CH2:4][CH:1]2[CH2:3][CH2:2]2)[C:6]1=[O:29], predict the reactants needed to synthesize it. The reactants are: [CH:1]1([CH2:4][N:5]2[CH:11]([C:12]3[CH:17]=[CH:16][CH:15]=[CH:14][CH:13]=3)[CH:10]=[CH:9][CH2:8][CH:7]([N:18]3C(=O)C4C(=CC=CC=4)C3=O)[C:6]2=[O:29])[CH2:3][CH2:2]1.O.NN. (4) Given the product [NH2:1][C:2]1[C:10]([N+:11]([O-:13])=[O:12])=[CH:9][CH:8]=[CH:7][C:3]=1[C:4]([NH:23][CH3:22])=[O:5], predict the reactants needed to synthesize it. The reactants are: [NH2:1][C:2]1[C:10]([N+:11]([O-:13])=[O:12])=[CH:9][CH:8]=[CH:7][C:3]=1[C:4](O)=[O:5].Cl.CN.C(Cl)CCl.C[CH2:22][N:23](C(C)C)C(C)C. (5) Given the product [C:1]([O:4][C@H:5]1[O:51][C@@H:50]([CH2:52][O:53][C:54](=[O:56])[CH3:55])[C@@H:45]([O:46][C:47](=[O:49])[CH3:48])[C@H:40]([O:41][C:42](=[O:44])[CH3:43])[C@@H:6]1[O:7][C@H:8]1[O:34][C@H:33]([CH2:35][O:36][C:37](=[O:39])[CH3:38])[C@@H:28]([O:29][C:30](=[O:32])[CH3:31])[C@H:23]([O:24][C:25](=[O:27])[CH3:26])[C@@H:9]1[O:10][C:11](=[O:22])[NH2:12])(=[O:3])[CH3:2], predict the reactants needed to synthesize it. The reactants are: [C:1]([O:4][C@H:5]1[O:51][C@@H:50]([CH2:52][O:53][C:54](=[O:56])[CH3:55])[C@@H:45]([O:46][C:47](=[O:49])[CH3:48])[C@H:40]([O:41][C:42](=[O:44])[CH3:43])[C@@H:6]1[O:7][C@H:8]1[O:34][C@H:33]([CH2:35][O:36][C:37](=[O:39])[CH3:38])[C@@H:28]([O:29][C:30](=[O:32])[CH3:31])[C@H:23]([O:24][C:25](=[O:27])[CH3:26])[C@@H:9]1[O:10][C:11](=[O:22])[NH:12]C1C=CC([N+]([O-])=O)=CC=1)(=[O:3])[CH3:2].N.